This data is from Full USPTO retrosynthesis dataset with 1.9M reactions from patents (1976-2016). The task is: Predict the reactants needed to synthesize the given product. (1) The reactants are: [Cl:1][C:2]1[C:7]([Cl:8])=[C:6]([S:9](=[O:19])(=[O:18])[NH:10][C@@H:11]([CH2:16][CH3:17])[C:12]([F:15])([F:14])[F:13])[CH:5]=[CH:4][C:3]=1[C:20]1[S:24][C:23]([C:25]2[O:26][C:27]([C:30]([OH:33])([CH3:32])[CH3:31])=[N:28][N:29]=2)=[N:22][C:21]=1[C:34](O)=[O:35].[CH2:37]([NH:39][CH2:40][CH3:41])[CH3:38].CN(C(ON1N=NC2C=CC=NC1=2)=[N+](C)C)C.F[P-](F)(F)(F)(F)F.C(#N)C. Given the product [Cl:1][C:2]1[C:7]([Cl:8])=[C:6]([S:9](=[O:19])(=[O:18])[NH:10][C@@H:11]([CH2:16][CH3:17])[C:12]([F:15])([F:13])[F:14])[CH:5]=[CH:4][C:3]=1[C:20]1[S:24][C:23]([C:25]2[O:26][C:27]([C:30]([OH:33])([CH3:32])[CH3:31])=[N:28][N:29]=2)=[N:22][C:21]=1[C:34]([N:39]([CH2:40][CH3:41])[CH2:37][CH3:38])=[O:35], predict the reactants needed to synthesize it. (2) Given the product [NH2:7][C:6]1[C:13]([O:15][CH3:16])=[CH:14][C:3]([Cl:2])=[C:4]([CH3:17])[C:5]=1[CH:10]([OH:9])[CH3:11], predict the reactants needed to synthesize it. The reactants are: [OH-].[Cl:2][C:3]1[CH:14]=[C:13]([O:15][CH3:16])[C:6]2[NH:7]C(=O)[O:9][CH:10]([CH3:11])[C:5]=2[C:4]=1[CH3:17]. (3) The reactants are: [CH3:1][C:2]1[N:9]=[CH:8][CH:7]=[C:6]([C:10]([F:13])([F:12])[F:11])[C:3]=1[C:4]#[N:5]. Given the product [CH3:1][C:2]1[C:3]([CH2:4][NH2:5])=[C:6]([C:10]([F:12])([F:11])[F:13])[CH:7]=[CH:8][N:9]=1, predict the reactants needed to synthesize it.